From a dataset of Forward reaction prediction with 1.9M reactions from USPTO patents (1976-2016). Predict the product of the given reaction. (1) Given the reactants [OH:1][CH2:2][C:3]([CH2:8][OH:9])([CH2:6][OH:7])[CH2:4][OH:5].[C:10]1([CH3:20])[CH:15]=[CH:14][C:13]([S:16](Cl)(=[O:18])=[O:17])=[CH:12][CH:11]=1.Cl, predict the reaction product. The product is: [S:16]([O:1][CH2:2][C:3]([CH2:8][O:9][S:16]([C:13]1[CH:14]=[CH:15][C:10]([CH3:20])=[CH:11][CH:12]=1)(=[O:18])=[O:17])([CH2:6][O:7][S:16]([C:13]1[CH:14]=[CH:15][C:10]([CH3:20])=[CH:11][CH:12]=1)(=[O:18])=[O:17])[CH2:4][O:5][S:16]([C:13]1[CH:14]=[CH:15][C:10]([CH3:20])=[CH:11][CH:12]=1)(=[O:18])=[O:17])([C:13]1[CH:14]=[CH:15][C:10]([CH3:20])=[CH:11][CH:12]=1)(=[O:18])=[O:17]. (2) Given the reactants [Cl:1][C:2]1[CH:7]=[CH:6][C:5]([C:8]#[C:9][CH:10]2[CH2:15][CH2:14][NH:13][CH2:12][CH2:11]2)=[CH:4][C:3]=1[C:16]1[N:25]=[CH:24][C:23]2[CH2:22][CH2:21][C:20]3[N:26]=[C:27]([NH:29][C:30](=[O:32])[CH3:31])[S:28][C:19]=3[C:18]=2[N:17]=1.C(N(CC)CC)C.[CH:40]([N:43]=[C:44]=[O:45])([CH3:42])[CH3:41], predict the reaction product. The product is: [CH:40]([NH:43][C:44]([N:13]1[CH2:12][CH2:11][CH:10]([C:9]#[C:8][C:5]2[CH:6]=[CH:7][C:2]([Cl:1])=[C:3]([C:16]3[N:25]=[CH:24][C:23]4[CH2:22][CH2:21][C:20]5[N:26]=[C:27]([NH:29][C:30](=[O:32])[CH3:31])[S:28][C:19]=5[C:18]=4[N:17]=3)[CH:4]=2)[CH2:15][CH2:14]1)=[O:45])([CH3:42])[CH3:41]. (3) Given the reactants [Na].[Na].[Cl:3][C:4]1[CH:5]=[C:6]([N:11]2[C:15](=[O:16])[NH:14][NH:13][C:12]2=[O:17])[CH:7]=[C:8]([Cl:10])[CH:9]=1.[Br:18][C:19]1[CH:24]=[CH:23][C:22]([CH2:25][O:26][CH:27]([CH2:30]Cl)[CH2:28]Br)=[CH:21][CH:20]=1, predict the reaction product. The product is: [Br:18][C:19]1[CH:20]=[CH:21][C:22]([CH2:25][O:26][CH:27]2[CH2:30][N:13]3[C:12](=[O:17])[N:11]([C:6]4[CH:5]=[C:4]([Cl:3])[CH:9]=[C:8]([Cl:10])[CH:7]=4)[C:15](=[O:16])[N:14]3[CH2:28]2)=[CH:23][CH:24]=1. (4) Given the reactants [S:1]1[CH:5]=[CH:4][CH:3]=[C:2]1[CH:6]=O.[CH3:8][O:9][CH2:10][CH2:11][NH2:12].[C:13]1(=[O:24])[O:19][C:17](=O)[C:16]2=[CH:20][CH:21]=[CH:22][CH:23]=[C:15]2[CH2:14]1.[NH2:25][C:26]1[CH:30]=[CH:29][NH:28][N:27]=1, predict the reaction product. The product is: [CH3:8][O:9][CH2:10][CH2:11][N:12]1[CH:6]([C:2]2[S:1][CH:5]=[CH:4][CH:3]=2)[CH:14]([C:13]([NH:25][C:26]2[CH:30]=[CH:29][NH:28][N:27]=2)=[O:24])[C:15]2[C:16](=[CH:20][CH:21]=[CH:22][CH:23]=2)[C:17]1=[O:19]. (5) Given the reactants O[C:2]1([C:17]2[CH:22]=[CH:21][CH:20]=[CH:19][C:18]=2[O:23][CH2:24][O:25][CH3:26])[C:15]2[C:10](=[CH:11][CH:12]=[CH:13][CH:14]=2)[C:9](=O)[C:8]2[CH:7]=[CH:6][CH:5]=[CH:4][C:3]1=2.O.CC(O)=O, predict the reaction product. The product is: [CH3:26][O:25][CH2:24][O:23][C:18]1[CH:19]=[CH:20][CH:21]=[CH:22][C:17]=1[C:2]1[C:3]2[C:8]([CH:9]=[C:10]3[C:15]=1[CH:14]=[CH:13][CH:12]=[CH:11]3)=[CH:7][CH:6]=[CH:5][CH:4]=2. (6) Given the reactants [CH3:1][C@@H:2]1[CH2:7][CH2:6][C@H:5]([O:8][C:9]2[CH:10]=[C:11]3[C:16](=[CH:17][CH:18]=2)[C:15]([C:19]([O:21][CH3:22])=[O:20])=[CH:14][CH:13]=[CH:12]3)[CH2:4][CH2:3]1.C1C(=O)N([I:30])C(=O)C1.C(O)(C(F)(F)F)=O, predict the reaction product. The product is: [I:30][C:10]1[C:9]([O:8][C@H:5]2[CH2:4][CH2:3][C@@H:2]([CH3:1])[CH2:7][CH2:6]2)=[CH:18][CH:17]=[C:16]2[C:11]=1[CH:12]=[CH:13][CH:14]=[C:15]2[C:19]([O:21][CH3:22])=[O:20]. (7) Given the reactants [Br:1][C:2]1[C:10]2[CH2:9][CH2:8][C:7](=[O:11])[C:6]=2[CH:5]=[N:4][CH:3]=1.[BH4-].[Na+], predict the reaction product. The product is: [Br:1][C:2]1[C:10]2[CH2:9][CH2:8][CH:7]([OH:11])[C:6]=2[CH:5]=[N:4][CH:3]=1. (8) Given the reactants [CH3:1][C:2]([O:5][C:6]([N:8]1[CH2:13][CH2:12][C:11]2[C:14]([C:18]#[N:19])=[C:15]([NH2:17])[S:16][C:10]=2[CH2:9]1)=[O:7])([CH3:4])[CH3:3].[C:20](Cl)(=[O:27])[C:21]1[CH:26]=[CH:25][CH:24]=[CH:23][CH:22]=1, predict the reaction product. The product is: [C:2]([O:5][C:6]([N:8]1[CH2:13][CH2:12][C:11]2[C:14]([C:18]#[N:19])=[C:15]([NH:17][C:20](=[O:27])[C:21]3[CH:26]=[CH:25][CH:24]=[CH:23][CH:22]=3)[S:16][C:10]=2[CH2:9]1)=[O:7])([CH3:1])([CH3:3])[CH3:4]. (9) Given the reactants [CH2:1]([O:3][C:4]1[C:8]([CH2:9][CH2:10][CH2:11][OH:12])=[CH:7][N:6]([C:13]2[CH:18]=[CH:17][C:16]([C:19]([F:22])([F:21])[F:20])=[CH:15][N:14]=2)[N:5]=1)[CH3:2].O[C:24]1[CH:25]=[C:26]([CH2:30][C:31]([O:33]C)=[O:32])[CH:27]=[CH:28][CH:29]=1.C(P(CCCC)CCCC)CCC.N(C(N1CCCCC1)=O)=NC(N1CCCCC1)=O, predict the reaction product. The product is: [CH2:1]([O:3][C:4]1[C:8]([CH2:9][CH2:10][CH2:11][O:12][C:24]2[CH:25]=[C:26]([CH2:30][C:31]([OH:33])=[O:32])[CH:27]=[CH:28][CH:29]=2)=[CH:7][N:6]([C:13]2[CH:18]=[CH:17][C:16]([C:19]([F:21])([F:20])[F:22])=[CH:15][N:14]=2)[N:5]=1)[CH3:2]. (10) Given the reactants [CH3:1][N:2]([CH3:6])[CH2:3][CH2:4][OH:5].[H-].[Na+].[Cl:9][C:10]1[CH:35]=[CH:34][CH:33]=[CH:32][C:11]=1[C:12]([NH:14][C:15](=[O:31])[NH:16][C:17]1[S:18][C:19]2[CH:25]=[C:24]([S:26]([CH:29]=[CH2:30])(=[O:28])=[O:27])[CH:23]=[CH:22][C:20]=2[N:21]=1)=[O:13], predict the reaction product. The product is: [Cl:9][C:10]1[CH:35]=[CH:34][CH:33]=[CH:32][C:11]=1[C:12]([NH:14][C:15](=[O:31])[NH:16][C:17]1[S:18][C:19]2[CH:25]=[C:24]([S:26]([CH2:29][CH2:30][O:5][CH2:4][CH2:3][N:2]([CH3:6])[CH3:1])(=[O:28])=[O:27])[CH:23]=[CH:22][C:20]=2[N:21]=1)=[O:13].